Dataset: B-cell epitopes from PDB crystal structures with 447 antigens. Task: Token-level Classification. Given an antigen amino acid sequence, predict which amino acid positions are active epitope sites capable of antibody binding. Output is a list of indices for active positions. (1) Given the antigen sequence: EVVLVNVTENFNMWKNDMVEQMHEDIISLWDQSLKPCVKLCPLCVGAGSCNTSVITQACPKVSFEPIPIHYCAPAGFAILKCNNKTFNGTGPCTNVSTVQCTHGIRPVVSSQLLLNGSLAEEEVVIRSVNFTDNAKTIIVQLNTSVEINCTGAGHCNIARAKWNNTLKQIASKLREQFGNNKTIIFKQSSGGDPEIVTHWFNCGGEFFYCNSTQLFNSTWFNGSDTITLPCRIKQIINMWQKVCKAMYAPPISGQIRCSSNITGLLLTRDGGNSNNESEIFRPGGGDMRDNWRSELYKYKVVKI, which amino acid positions are active epitope sites? The epitope positions are: [36, 37, 39, 53, 55, 56, 231, 233, 234, 235, 246, 249]. The amino acids at these positions are: CVLVTQRKQIMP. (2) The epitope positions are: [59, 60, 63, 65, 71, 196, 199, 200, 203, 204, 206, 207, 210, 246, 249, 250, 251, 252, 253, 254]. The amino acids at these positions are: SDGKRFLYERIQIQELYEDF. Given the antigen sequence: TVEPNLHSLITSTTHKWIFVGGKGGVGKTTSSCSIAIQMALSQPNKQFLLISTNPAHNLSDAFGEKFGKDARKVTGMNNLSCMEIDPSAALKDMNDGALADLTGSIPGIDEALSFMEVMKHIKRQEQGEGETFDTVIFDTAPTGHTLRFLQLPNTLSKLLEKFSGKLNELKANVETIRQQFTDPDLTTFVCVCISEFLSLYETERLIQELISYDMDVNSIIVNQLLFAENCKRCQARWKMQKKYLDQIDELYEDFHVVKMPLCAGEIRGLNNLTKFSQFLNKEYNPITDGKVIYEL, which amino acid positions are active epitope sites? (3) Given the antigen sequence: QGKEVVLLDFAAAGGELGWLTHPYGKGWDLMQNIMNDMPIYMYSVCNVMSGDQDNWLRTNWVYRGEAERIFIELKFTVRDCNSFPGGASSCKETFNLYYAESDLDYGTNFQKRLFTKIDTIAPDEITVSSDFEARHVKLNVEERSVGPLTRKGFYLAFQDIGACVALLSVRVYYKK, which amino acid positions are active epitope sites? The epitope positions are: [32, 41, 43, 45, 47, 48, 78, 82, 83, 84, 128, 131, 132, 134, 163, 164, 165]. The amino acids at these positions are: NMSCVMRSFPSFERCVA. (4) Given the antigen sequence: SRPFSVLRANDVLWLSLTAAEYDQSTYGSSTGPVYVSDSVTLVNVATGAQAVARSLDWTKVTLDGRPLSTIQQHSKTFFVLPLRGKLSFWEAGTTKAGYPYNYNTTASDQLLVENAAGHRVAISTYTTSLGAGPVSISAVAVLAPP, which amino acid positions are active epitope sites? The epitope positions are: [16, 17, 18, 19, 20, 24, 25, 26, 36, 37, 38, 39, 40, 48, 50, 51, 52, 53, 54, 55... (31 total positions)]. The amino acids at these positions are: LTAAESTYSDSVTAAVARSLDSKENAAGHR.... (5) The epitope positions are: [18, 19, 20, 21, 56, 57, 58, 59, 68, 70, 71, 72, 73, 74, 75]. The amino acids at these positions are: YQMFSDGNDDVSQEV. Given the antigen sequence: ESCNGLYYQGSCYILHSDYQMFSDAAANCTAESSTLPNKSDVMITWLIDYVEDTWGSDGNPITKTTSQDSDVSQEVRKYFCVKTMN, which amino acid positions are active epitope sites? (6) Given the antigen sequence: DERETWSGKVDFLLSVIGFAVDLANVWRFPYLCYKNGGGAFLVPYGIMLAVGGIPLFYMELALGQHNRKGAITCWGRLVPLFKGIGYAVVLIAFYVGFYYNVIIAWSLRFFFASFTNSLPWTSCNNIWNTPNCRPFEGHVEGFQSAASEYFNRYILELNRSEGIHDLGAIKWDMALCLLIVYLICYFSLWKGISTSGKVVWFTALFPYAVLLILLIRGLTLPGSFLGIQYYLTPNFSAIYKAEVWVDAATQVFFSLGPGFGVLLAYASYNKYHNNVYKDALLTSFINSATSFIAGFVIFSVLGYMAHTLGVRIEDVATEGPGLVFVVYPAAIATMPASTFWALIFFMMLATLGLDSSFGGMEAIITALSDEFPKIKRNRELFVAGLFSLYFVVGLASCTQGGFYFFHLLDRYAAGYSILVAVFFEAIAVSWIYGTNRFSEDIRDMIGFPPGRYWQVCWRFVAPIFLLFITVYGLIGYEPLTYADYVYPSWANALGWCIAG..., which amino acid positions are active epitope sites? The epitope positions are: [65, 271, 432, 436, 439, 440, 442, 443, 445, 446, 447, 448, 533]. The amino acids at these positions are: HYYREDRDIGFPD.